Dataset: Forward reaction prediction with 1.9M reactions from USPTO patents (1976-2016). Task: Predict the product of the given reaction. (1) The product is: [NH2:1][C:2]1[CH:3]=[CH:4][C:5]([S:12](=[O:25])(=[O:24])[NH:13][C:14]2[CH:15]=[CH:16][C:17]3[CH2:21][O:20][B:19]([OH:22])[C:18]=3[CH:23]=2)=[C:6]([CH2:8][C:9]([NH:30][CH2:26][CH:27]([CH3:29])[CH3:28])=[O:11])[CH:7]=1. Given the reactants [NH2:1][C:2]1[CH:3]=[CH:4][C:5]([S:12](=[O:25])(=[O:24])[NH:13][C:14]2[CH:15]=[CH:16][C:17]3[CH2:21][O:20][B:19]([OH:22])[C:18]=3[CH:23]=2)=[C:6]([CH2:8][C:9]([OH:11])=O)[CH:7]=1.[CH2:26]([NH2:30])[CH:27]([CH3:29])[CH3:28].C1CN([P+](ON2N=NC3C=CC=CC2=3)(N2CCCC2)N2CCCC2)CC1.F[P-](F)(F)(F)(F)F, predict the reaction product. (2) The product is: [F:1][C:2]([F:7])([F:6])[C:3]([OH:5])=[O:4].[Cl:36][C:27]1[CH:28]=[CH:29][C:30]([CH2:25][NH:24][C:23]([C:20]2[CH2:19][C:18]3([CH2:17][CH2:16][NH:15][CH2:34][CH2:33]3)[O:22][N:21]=2)=[O:32])=[CH:3][CH:2]=1. Given the reactants [F:1][C:2]([F:7])([F:6])[C:3]([OH:5])=[O:4].C(OC([N:15]1[CH2:34][CH2:33][C:18]2([O:22][N:21]=[C:20]([C:23](=[O:32])[NH:24][C:25]3[CH:30]=[CH:29][C:28](Cl)=[CH:27]N=3)[CH2:19]2)[CH2:17][CH2:16]1)=O)(C)(C)C.C(Cl)[Cl:36], predict the reaction product. (3) Given the reactants [N:1]([C:7]([O:9][CH2:10][C:11]1[CH:16]=[CH:15][CH:14]=[CH:13][CH:12]=1)=[O:8])([CH2:3][C:4]([OH:6])=O)[CH3:2].C(N1CCOCC1)C.[B-](F)(F)(F)F.CCOC(C(C#N)=NOC(N(C)C)=[N+](C)C)=O.[CH2:47]([O:51][C:52]([N:54]1[CH2:59][CH2:58][NH:57][CH2:56][CH2:55]1)=[O:53])[CH2:48][CH2:49][CH3:50].C([O-])(O)=O.[Na+], predict the reaction product. The product is: [CH2:47]([O:51][C:52]([N:54]1[CH2:59][CH2:58][N:57]([C:4](=[O:6])[CH2:3][N:1]([C:7]([O:9][CH2:10][C:11]2[CH:16]=[CH:15][CH:14]=[CH:13][CH:12]=2)=[O:8])[CH3:2])[CH2:56][CH2:55]1)=[O:53])[CH2:48][CH2:49][CH3:50].